From a dataset of Forward reaction prediction with 1.9M reactions from USPTO patents (1976-2016). Predict the product of the given reaction. (1) Given the reactants [CH2:1]([O:3][C:4]([C:6]1[S:7][C:8]2[CH:14]=[C:13]([C:15](C)([C:19](O)=O)[C:16]([OH:18])=[O:17])[CH:12]=[CH:11][C:9]=2[CH:10]=1)=[O:5])[CH3:2], predict the reaction product. The product is: [CH2:1]([O:3][C:4]([C:6]1[S:7][C:8]2[CH:14]=[C:13]([CH:15]([CH3:19])[C:16]([OH:18])=[O:17])[CH:12]=[CH:11][C:9]=2[CH:10]=1)=[O:5])[CH3:2]. (2) Given the reactants [SH:1][C:2]1[S:3][C:4]2[CH2:14][CH2:13][C:12]3[C:7](=[CH:8][CH:9]=[C:10]([O:15][CH2:16][C:17]([O:19]CC)=[O:18])[CH:11]=3)[C:5]=2[N:6]=1.[C:22]1([CH:28]([C:32]2[CH:37]=[CH:36][CH:35]=[CH:34][CH:33]=2)[CH2:29][CH2:30]I)[CH:27]=[CH:26][CH:25]=[CH:24][CH:23]=1, predict the reaction product. The product is: [C:22]1([CH:28]([C:32]2[CH:33]=[CH:34][CH:35]=[CH:36][CH:37]=2)[CH2:29][CH2:30][S:1][C:2]2[S:3][C:4]3[CH2:14][CH2:13][C:12]4[C:7](=[CH:8][CH:9]=[C:10]([O:15][CH2:16][C:17]([OH:19])=[O:18])[CH:11]=4)[C:5]=3[N:6]=2)[CH:27]=[CH:26][CH:25]=[CH:24][CH:23]=1. (3) Given the reactants N[C:2]1[CH:9]=[C:8]([CH3:10])[C:5]([CH:6]=[O:7])=[C:4]([CH3:11])[CH:3]=1.[H+].[B-](F)(F)(F)F.N([O-])=O.[Na+].[CH2:22]([P:25](=[O:32])([O:29][CH2:30][CH3:31])[O:26][CH2:27][CH3:28])[CH:23]=[CH2:24], predict the reaction product. The product is: [CH2:30]([O:29][P:25]([CH2:22]/[CH:23]=[CH:24]/[C:2]1[CH:9]=[C:8]([CH3:10])[C:5]([CH:6]=[O:7])=[C:4]([CH3:11])[CH:3]=1)(=[O:32])[O:26][CH2:27][CH3:28])[CH3:31]. (4) Given the reactants [Cl:1][C:2]1[C:7]2[C:8]([I:11])=[N:9][NH:10][C:6]=2[CH:5]=[C:4]([C:12]([F:15])([F:14])[F:13])[N:3]=1.C(N(CC)CC)C.Cl[C:24]([C:37]1[CH:42]=[CH:41][CH:40]=[CH:39][CH:38]=1)([C:31]1[CH:36]=[CH:35][CH:34]=[CH:33][CH:32]=1)[C:25]1[CH:30]=[CH:29][CH:28]=[CH:27][CH:26]=1, predict the reaction product. The product is: [Cl:1][C:2]1[C:7]2[C:8]([I:11])=[N:9][N:10]([C:24]([C:25]3[CH:30]=[CH:29][CH:28]=[CH:27][CH:26]=3)([C:37]3[CH:38]=[CH:39][CH:40]=[CH:41][CH:42]=3)[C:31]3[CH:32]=[CH:33][CH:34]=[CH:35][CH:36]=3)[C:6]=2[CH:5]=[C:4]([C:12]([F:14])([F:15])[F:13])[N:3]=1. (5) Given the reactants [C:1]([OH:4])(=[O:3])[CH3:2].[CH:5]1[C:6]([CH2:14][C@@H:15]([NH2:32])[CH2:16][C:17]([N:19]2[CH2:31][C:23]3=[N:24][N:25]=[C:26]([C:27]([F:30])([F:29])[F:28])[N:22]3[CH2:21][CH2:20]2)=[O:18])=[C:7]([F:13])[CH:8]=[C:9]([F:12])[C:10]=1[F:11], predict the reaction product. The product is: [CH:5]1[C:6]([CH2:14][C@@H:15]([NH2:32])[CH2:16][C:17]([N:19]2[CH2:31][C:23]3=[N:24][N:25]=[C:26]([C:27]([F:30])([F:29])[F:28])[N:22]3[CH2:21][CH2:20]2)=[O:18])=[C:7]([F:13])[CH:8]=[C:9]([F:12])[C:10]=1[F:11].[C:1]([O-:4])(=[O:3])[CH3:2]. (6) Given the reactants Br[C:2]1[CH:7]=[CH:6][C:5]([C:8]2(O)[CH2:13][CH2:12][N:11]([CH2:14][C:15]3[CH:20]=[CH:19][CH:18]=[CH:17][CH:16]=3)[CH2:10][CH2:9]2)=[CH:4][CH:3]=1.[NH3:22], predict the reaction product. The product is: [C:15]1([CH2:14][N:11]2[CH2:12][CH:13]=[C:8]([C:5]3[CH:6]=[CH:7][C:2]([NH2:22])=[CH:3][CH:4]=3)[CH2:9][CH2:10]2)[CH:20]=[CH:19][CH:18]=[CH:17][CH:16]=1. (7) Given the reactants [Br:1][C:2]1[CH:9]=[CH:8][C:5]([CH:6]=[O:7])=[CH:4][CH:3]=1.S([CH2:20][N+:21]#[C-:22])(C1C=CC(C)=CC=1)(=O)=O.C(=O)([O-])[O-].[K+].[K+], predict the reaction product. The product is: [Br:1][C:2]1[CH:9]=[CH:8][C:5]([C:6]2[O:7][CH:22]=[N:21][CH:20]=2)=[CH:4][CH:3]=1. (8) Given the reactants Br[C:2]1[CH:7]=[CH:6][CH:5]=[CH:4][N:3]=1.[CH2:8]([C:12]1[O:13][C:14]2[C:20]([OH:21])=[CH:19][CH:18]=[CH:17][C:15]=2[N:16]=1)[CH2:9][C:10]#[CH:11], predict the reaction product. The product is: [N:3]1[CH:4]=[CH:5][CH:6]=[CH:7][C:2]=1[C:11]#[C:10][CH2:9][CH2:8][C:12]1[O:13][C:14]2[C:20]([OH:21])=[CH:19][CH:18]=[CH:17][C:15]=2[N:16]=1. (9) Given the reactants [NH:1]1[C:9]2[C:4](=[CH:5][CH:6]=[CH:7][CH:8]=2)[C:3]([CH2:10][N:11]2[CH2:16][CH2:15][CH2:14][C:13]3([CH2:21][CH2:20][NH:19][CH2:18][CH2:17]3)[C:12]2=[O:22])=[CH:2]1.Cl[C:24]1[CH:25]=[C:26]([CH:29]=[CH:30][N:31]=1)[C:27]#[N:28].CCN(C(C)C)C(C)C, predict the reaction product. The product is: [NH:1]1[C:9]2[C:4](=[CH:5][CH:6]=[CH:7][CH:8]=2)[C:3]([CH2:10][N:11]2[CH2:16][CH2:15][CH2:14][C:13]3([CH2:21][CH2:20][N:19]([C:24]4[CH:25]=[C:26]([CH:29]=[CH:30][N:31]=4)[C:27]#[N:28])[CH2:18][CH2:17]3)[C:12]2=[O:22])=[CH:2]1. (10) Given the reactants [H-].[Na+].[I-].[CH3:4][S+](C)(C)=O.[CH2:9]([C@:11]12[CH2:35][CH2:34][C:33](=[O:36])[CH2:32][C@H:12]1[CH2:13][CH2:14][O:15][C:16]1[C:17]2=[CH:18][C:19]2[CH:20]=[N:21][N:22]([C:25]3[CH:30]=[CH:29][N:28]=[C:27]([CH3:31])[CH:26]=3)[C:23]=2[CH:24]=1)[CH3:10], predict the reaction product. The product is: [CH2:9]([C:11]12[CH2:35][CH2:34][C:33]3([CH2:4][O:36]3)[CH2:32][CH:12]1[CH2:13][CH2:14][O:15][C:16]1[C:17]2=[CH:18][C:19]2[CH:20]=[N:21][N:22]([C:25]3[CH:30]=[CH:29][N:28]=[C:27]([CH3:31])[CH:26]=3)[C:23]=2[CH:24]=1)[CH3:10].